Dataset: Catalyst prediction with 721,799 reactions and 888 catalyst types from USPTO. Task: Predict which catalyst facilitates the given reaction. (1) Product: [CH:11]([OH:13])=[O:12].[Cl:1][C:2]1[CH:10]=[C:9]2[C:5]([CH:6]=[C:7]([S:18]([NH:21][C@H:22]3[CH2:26][CH2:25][N:24]([C:27]4[CH:28]=[C:29]5[C:34](=[CH:35][CH:36]=4)[CH2:33][NH:32][CH2:31][CH2:30]5)[C:23]3=[O:44])(=[O:20])=[O:19])[NH:8]2)=[CH:4][CH:3]=1. The catalyst class is: 5. Reactant: [Cl:1][C:2]1[CH:10]=[C:9]2[C:5]([CH:6]=[C:7]([S:18]([NH:21][C@H:22]3[CH2:26][CH2:25][N:24]([C:27]4[CH:28]=[C:29]5[C:34](=[CH:35][CH:36]=4)[CH2:33][N:32](C(OC(C)(C)C)=O)[CH2:31][CH2:30]5)[C:23]3=[O:44])(=[O:20])=[O:19])[N:8]2[C:11]([O:13]C(C)(C)C)=[O:12])=[CH:4][CH:3]=1.Cl. (2) Reactant: [CH3:1][O:2][C:3]1[CH:8]=[CH:7][C:6]([NH2:9])=[C:5]([N+:10]([O-:12])=[O:11])[CH:4]=1.[H-].[Na+].[CH3:15]I. Product: [CH3:1][O:2][C:3]1[CH:8]=[CH:7][C:6]([NH:9][CH3:15])=[C:5]([N+:10]([O-:12])=[O:11])[CH:4]=1. The catalyst class is: 3.